This data is from Reaction yield outcomes from USPTO patents with 853,638 reactions. The task is: Predict the reaction yield, written as a fraction of the theoretical maximum amount of product (1.0 means a 100% yield; for example, 0.34 means a 34% yield). The reactants are C([NH:4][C:5]1[CH:9]=[CH:8][N:7]([C:10]2[CH:15]=[CH:14][C:13]([Br:16])=[CH:12][CH:11]=2)[C:6]=1[C:17]([O:19][CH2:20][CH3:21])=[O:18])(=O)C.[ClH:22]. The catalyst is C(O)C. The product is [ClH:22].[NH2:4][C:5]1[CH:9]=[CH:8][N:7]([C:10]2[CH:11]=[CH:12][C:13]([Br:16])=[CH:14][CH:15]=2)[C:6]=1[C:17]([O:19][CH2:20][CH3:21])=[O:18]. The yield is 0.548.